Task: Predict which catalyst facilitates the given reaction.. Dataset: Catalyst prediction with 721,799 reactions and 888 catalyst types from USPTO (1) Reactant: [C:1]([N:4]([CH3:20])[C:5]1[CH:10]=[CH:9][C:8]([NH:11][C:12](=[O:19])OCC(Cl)(Cl)Cl)=[CH:7][CH:6]=1)(=[O:3])[CH3:2].[C:21]1([C:27]2[N:31]=[C:30]([N:32]3[CH2:37][CH2:36][NH:35][CH2:34][CH2:33]3)[S:29][N:28]=2)[CH:26]=[CH:25][CH:24]=[CH:23][CH:22]=1.C(N(C(C)C)CC)(C)C.CS(C)=O. Product: [C:1]([N:4]([CH3:20])[C:5]1[CH:6]=[CH:7][C:8]([NH:11][C:12]([N:35]2[CH2:36][CH2:37][N:32]([C:30]3[S:29][N:28]=[C:27]([C:21]4[CH:26]=[CH:25][CH:24]=[CH:23][CH:22]=4)[N:31]=3)[CH2:33][CH2:34]2)=[O:19])=[CH:9][CH:10]=1)(=[O:3])[CH3:2]. The catalyst class is: 6. (2) Reactant: [NH2:1][C:2]1[CH:7]=[CH:6][C:5]([NH:8][C:9]([C:11]2[C:12]([C:17]3[CH:22]=[CH:21][C:20]([C:23]([F:26])([F:25])[F:24])=[CH:19][CH:18]=3)=[CH:13][CH:14]=[CH:15][CH:16]=2)=[O:10])=[CH:4][CH:3]=1.[C:27]([O:31][C:32]([NH:34][C:35]1[N:40]=[C:39]([CH2:41][C:42](O)=[O:43])[CH:38]=[CH:37][CH:36]=1)=[O:33])([CH3:30])([CH3:29])[CH3:28].C1C=CC2N(O)N=NC=2C=1.CCN=C=NCCCN(C)C.Cl. Product: [O:43]=[C:42]([NH:1][C:2]1[CH:7]=[CH:6][C:5]([NH:8][C:9]([C:11]2[CH:16]=[CH:15][CH:14]=[CH:13][C:12]=2[C:17]2[CH:22]=[CH:21][C:20]([C:23]([F:24])([F:25])[F:26])=[CH:19][CH:18]=2)=[O:10])=[CH:4][CH:3]=1)[CH2:41][C:39]1[N:40]=[C:35]([NH:34][C:32](=[O:33])[O:31][C:27]([CH3:29])([CH3:28])[CH3:30])[CH:36]=[CH:37][CH:38]=1. The catalyst class is: 289. (3) Reactant: [CH3:1][C:2]1[N:7]=[C:6]2[NH:8][C:9]([C:11](=[O:28])[NH:12][CH:13]([C:18]3[CH:23]=[CH:22][CH:21]=[C:20]([C:24]([F:27])([F:26])[F:25])[CH:19]=3)[C:14]([F:17])([F:16])[F:15])=[CH:10][C:5]2=[CH:4][C:3]=1[C:29]([O:31][CH3:32])=[O:30].[H-].[Na+].I[CH2:36][CH3:37].O. Product: [CH2:36]([N:8]1[C:6]2=[N:7][C:2]([CH3:1])=[C:3]([C:29]([O:31][CH3:32])=[O:30])[CH:4]=[C:5]2[CH:10]=[C:9]1[C:11](=[O:28])[NH:12][CH:13]([C:18]1[CH:23]=[CH:22][CH:21]=[C:20]([C:24]([F:27])([F:26])[F:25])[CH:19]=1)[C:14]([F:15])([F:16])[F:17])[CH3:37]. The catalyst class is: 42.